This data is from Full USPTO retrosynthesis dataset with 1.9M reactions from patents (1976-2016). The task is: Predict the reactants needed to synthesize the given product. (1) Given the product [CH3:1][O:2][C:3](=[O:25])[CH2:4][C:5]1[C:14]([CH3:15])=[C:13]([B:26]2[O:30][C:29]([CH3:32])([CH3:31])[C:28]([CH3:34])([CH3:33])[O:27]2)[C:12]2[C:7](=[CH:8][CH:9]=[C:10]([F:24])[CH:11]=2)[CH:6]=1, predict the reactants needed to synthesize it. The reactants are: [CH3:1][O:2][C:3](=[O:25])[CH2:4][C:5]1[C:14]([CH3:15])=[C:13](OS(C(F)(F)F)(=O)=O)[C:12]2[C:7](=[CH:8][CH:9]=[C:10]([F:24])[CH:11]=2)[CH:6]=1.[B:26]1([B:26]2[O:30][C:29]([CH3:32])([CH3:31])[C:28]([CH3:34])([CH3:33])[O:27]2)[O:30][C:29]([CH3:32])([CH3:31])[C:28]([CH3:34])([CH3:33])[O:27]1.C([O-])(=O)C.[K+].C(OCC)(=O)C.CCCCCC. (2) Given the product [NH2:7][CH2:8][C:9]1[CH:14]=[CH:13][C:12]([Cl:15])=[CH:11][C:10]=1[CH2:16][NH:17][C:18]([C@@H:20]1[CH2:24][CH2:23][CH2:22][N:21]1[C:25]([C:27]1[NH:28][C:29]([C:32]([F:34])([F:35])[F:33])=[CH:30][CH:31]=1)=[O:26])=[O:19], predict the reactants needed to synthesize it. The reactants are: C(OC(=O)[NH:7][CH2:8][C:9]1[CH:14]=[CH:13][C:12]([Cl:15])=[CH:11][C:10]=1[CH2:16][NH:17][C:18]([C@@H:20]1[CH2:24][CH2:23][CH2:22][N:21]1[C:25]([C:27]1[NH:28][C:29]([C:32]([F:35])([F:34])[F:33])=[CH:30][CH:31]=1)=[O:26])=[O:19])(C)(C)C.C(O)(C(F)(F)F)=O.